Dataset: Reaction yield outcomes from USPTO patents with 853,638 reactions. Task: Predict the reaction yield, written as a fraction of the theoretical maximum amount of product (1.0 means a 100% yield; for example, 0.34 means a 34% yield). (1) The reactants are C([O-])([O-])=O.[Na+].[Na+].[O:7]=[C:8]([N:20]1[CH2:25][CH2:24][N:23]([C:26](=[O:37])[C:27]2[CH:32]=[CH:31][CH:30]=[CH:29][C:28]=2[C:33]([F:36])([F:35])[F:34])[CH2:22][CH2:21]1)[CH2:9][NH:10][C:11]([C:13]1[CH:18]=[N:17][C:16](Cl)=[CH:15][N:14]=1)=[O:12].[C:38]1(B(O)O)[CH:43]=[CH:42][CH:41]=[CH:40][CH:39]=1. The catalyst is CN(C=O)C.Cl[Pd]Cl. The product is [O:7]=[C:8]([N:20]1[CH2:25][CH2:24][N:23]([C:26](=[O:37])[C:27]2[CH:32]=[CH:31][CH:30]=[CH:29][C:28]=2[C:33]([F:36])([F:35])[F:34])[CH2:22][CH2:21]1)[CH2:9][NH:10][C:11]([C:13]1[CH:18]=[N:17][C:16]([C:38]2[CH:43]=[CH:42][CH:41]=[CH:40][CH:39]=2)=[CH:15][N:14]=1)=[O:12]. The yield is 0.133. (2) The reactants are [C:1]([N:8]1[CH2:13][CH2:12][NH:11][CH2:10][CH2:9]1)([O:3][C:4]([CH3:7])([CH3:6])[CH3:5])=[O:2].[CH:14]([C:16]1[CH:21]=[CH:20][N:19]=[CH:18][CH:17]=1)=[CH2:15].C(O)(=O)C. The catalyst is C(O)C. The product is [C:1]([N:8]1[CH2:9][CH2:10][N:11]([CH2:15][CH2:14][C:16]2[CH:21]=[CH:20][N:19]=[CH:18][CH:17]=2)[CH2:12][CH2:13]1)([O:3][C:4]([CH3:7])([CH3:6])[CH3:5])=[O:2]. The yield is 0.450.